The task is: Predict the reactants needed to synthesize the given product.. This data is from Full USPTO retrosynthesis dataset with 1.9M reactions from patents (1976-2016). (1) Given the product [C:1]([O:5][C:6]([N:8]1[CH2:13][CH2:12][CH:11]([CH2:14][CH2:15][CH2:16][C:22]#[N:23])[CH2:10][CH2:9]1)=[O:7])([CH3:4])([CH3:3])[CH3:2], predict the reactants needed to synthesize it. The reactants are: [C:1]([O:5][C:6]([N:8]1[CH2:13][CH2:12][CH:11]([CH2:14][CH2:15][CH2:16]OS(C)(=O)=O)[CH2:10][CH2:9]1)=[O:7])([CH3:4])([CH3:3])[CH3:2].[CH3:22][N:23](C)C=O. (2) Given the product [CH3:1][O:2][C:3]([C:5]1[C:6]2[CH:14]=[N:13][N:12]([CH2:15][C:16]3[CH:21]=[CH:20][C:19]([O:22][CH3:23])=[CH:18][CH:17]=3)[C:7]=2[N:8]=[C:9]([O:11][S:33]([C:32]([F:45])([F:44])[F:31])(=[O:35])=[O:34])[CH:10]=1)=[O:4], predict the reactants needed to synthesize it. The reactants are: [CH3:1][O:2][C:3]([C:5]1[C:6]2[CH:14]=[N:13][N:12]([CH2:15][C:16]3[CH:21]=[CH:20][C:19]([O:22][CH3:23])=[CH:18][CH:17]=3)[C:7]=2[N:8]=[C:9]([OH:11])[CH:10]=1)=[O:4].C(N(CC)CC)C.[F:31][C:32]([F:45])([F:44])[S:33](O[S:33]([C:32]([F:45])([F:44])[F:31])(=[O:35])=[O:34])(=[O:35])=[O:34].C(=O)(O)[O-].[Na+]. (3) The reactants are: Cl.[NH2:2][C:3]([CH3:11])([CH3:10])[C:4]#[C:5][CH:6]([O:8][CH3:9])[CH3:7].[Cl:12][C:13]1[CH:14]=[C:15]([O:19][CH:20]([CH2:24][CH3:25])[C:21](O)=[O:22])[CH:16]=[N:17][CH:18]=1. Given the product [Cl:12][C:13]1[CH:14]=[C:15]([O:19][CH:20]([CH2:24][CH3:25])[C:21]([NH:2][C:3]([CH3:11])([CH3:10])[C:4]#[C:5][CH:6]([O:8][CH3:9])[CH3:7])=[O:22])[CH:16]=[N:17][CH:18]=1, predict the reactants needed to synthesize it. (4) The reactants are: [CH3:1][O:2][CH2:3][C:4]1[CH:9]=[C:8]([C:10]([O:12]C)=[O:11])[CH:7]=[CH:6][C:5]=1[C:14]1[CH:19]=[CH:18][CH:17]=[CH:16][C:15]=1[CH3:20].[OH-].[Na+]. Given the product [CH3:1][O:2][CH2:3][C:4]1[CH:9]=[C:8]([C:10]([OH:12])=[O:11])[CH:7]=[CH:6][C:5]=1[C:14]1[CH:19]=[CH:18][CH:17]=[CH:16][C:15]=1[CH3:20], predict the reactants needed to synthesize it. (5) The reactants are: [CH2:1]([N:8]1[CH2:17][CH2:16][C:15]2[N:14]=[C:13](Cl)[CH:12]=[CH:11][C:10]=2[CH2:9]1)[C:2]1[CH:7]=[CH:6][CH:5]=[CH:4][CH:3]=1.[CH2:19]([NH2:23])[CH:20]([CH3:22])[CH3:21].CC(C)([O-])C.[Na+].C1(C)C=CC=CC=1. Given the product [CH2:1]([N:8]1[CH2:17][CH2:16][C:15]2[N:14]=[C:13]([NH:23][CH2:19][CH:20]([CH3:22])[CH3:21])[CH:12]=[CH:11][C:10]=2[CH2:9]1)[C:2]1[CH:7]=[CH:6][CH:5]=[CH:4][CH:3]=1, predict the reactants needed to synthesize it. (6) Given the product [C:9]1([C:6]([C:3]2[CH:4]=[C:5]([CH:28]=[O:29])[O:1][CH:2]=2)([O:8][Si:21]([CH3:23])([CH3:22])[CH3:20])[CH3:7])[CH:10]=[CH:11][CH:12]=[CH:13][CH:14]=1, predict the reactants needed to synthesize it. The reactants are: [O:1]1[CH:5]=[CH:4][C:3]([C:6]([C:9]2[CH:14]=[CH:13][CH:12]=[CH:11][CH:10]=2)([OH:8])[CH3:7])=[CH:2]1.N1C=CN=C1.[CH3:20][Si:21](Cl)([CH3:23])[CH3:22].CN([CH:28]=[O:29])C.